Predict the reaction yield, written as a fraction of the theoretical maximum amount of product (1.0 means a 100% yield; for example, 0.34 means a 34% yield). From a dataset of Reaction yield outcomes from USPTO patents with 853,638 reactions. The reactants are C(OC([NH:8][C:9]1[S:13][C:12]([C:14]([O:16][CH3:17])=[O:15])=[CH:11][C:10]=1[NH:18][CH2:19][C:20]([O:22]C)=O)=O)(C)(C)C.C([O-])(O)=O.[Na+]. The catalyst is O1CCOCC1.Cl. The product is [O:22]=[C:20]1[NH:8][C:9]2[S:13][C:12]([C:14]([O:16][CH3:17])=[O:15])=[CH:11][C:10]=2[N:18]=[CH:19]1. The yield is 1.00.